From a dataset of Forward reaction prediction with 1.9M reactions from USPTO patents (1976-2016). Predict the product of the given reaction. (1) The product is: [F:27][C:28]([F:45])([F:44])[C@H:29]([O:31][C:32]([N:23]1[CH2:24][CH2:25][CH:20]([C@:18]2([CH3:26])[O:17][C:14]3=[CH:15][N:16]=[C:11]([C:8]4[CH:9]=[CH:10][C:5]([S:2]([CH3:1])(=[O:3])=[O:4])=[CH:6][CH:7]=4)[CH:12]=[C:13]3[CH2:19]2)[CH2:21][CH2:22]1)=[O:33])[CH3:30]. Given the reactants [CH3:1][S:2]([C:5]1[CH:10]=[CH:9][C:8]([C:11]2[CH:12]=[C:13]3[CH2:19][C@:18]([CH3:26])([CH:20]4[CH2:25][CH2:24][NH:23][CH2:22][CH2:21]4)[O:17][C:14]3=[CH:15][N:16]=2)=[CH:7][CH:6]=1)(=[O:4])=[O:3].[F:27][C:28]([F:45])([F:44])[C@H:29]([O:31][C:32](=O)[O:33]C1C=CC([N+]([O-])=O)=CC=1)[CH3:30], predict the reaction product. (2) The product is: [O:32]1[CH:33]=[CH:34][C:30]([C:28]([NH:27][C:24]2[CH:23]=[CH:22][C:21]([CH3:20])=[C:26]([C:2]3[CH:19]=[CH:18][C:5]([C:6]([NH:8][CH2:9][C:10]4[CH:15]=[CH:14][CH:13]=[C:12]([O:16][CH3:17])[CH:11]=4)=[O:7])=[CH:4][N:3]=3)[CH:25]=2)=[O:29])=[CH:31]1. Given the reactants Cl[C:2]1[CH:19]=[CH:18][C:5]([C:6]([NH:8][CH2:9][C:10]2[CH:15]=[CH:14][CH:13]=[C:12]([O:16][CH3:17])[CH:11]=2)=[O:7])=[CH:4][N:3]=1.[CH3:20][C:21]1[CH:26]=[CH:25][C:24]([NH:27][C:28]([C:30]2[CH:34]=[CH:33][O:32][CH:31]=2)=[O:29])=[CH:23][C:22]=1B1OC(C)(C)C(C)(C)O1, predict the reaction product. (3) Given the reactants Br[C:2]1[CH:11]=[CH:10][C:5]([C:6]([O:8]C)=[O:7])=[C:4](C)[CH:3]=1.C([Cu])#N.[CH3:16][N:17]([CH:19]=[O:20])C, predict the reaction product. The product is: [O:20]=[C:19]1[C:2]2[C:3](=[CH:4][C:5]([C:6]([OH:8])=[O:7])=[CH:10][CH:11]=2)[CH2:16][NH:17]1.